The task is: Predict the reactants needed to synthesize the given product.. This data is from Full USPTO retrosynthesis dataset with 1.9M reactions from patents (1976-2016). Given the product [CH3:39][O:38][C:34]1[CH:35]=[CH:36][CH:37]=[C:30]([O:29][CH3:28])[C:31]=1[CH2:32][NH:33][C:6](=[O:8])[C:5]1[CH:9]=[CH:10][CH:11]=[CH:12][C:4]=1[N+:1]([O-:3])=[O:2], predict the reactants needed to synthesize it. The reactants are: [N+:1]([C:4]1[CH:12]=[CH:11][CH:10]=[CH:9][C:5]=1[C:6]([OH:8])=O)([O-:3])=[O:2].C(N(CC)CC)C.ClC(OCC(C)C)=O.[CH3:28][O:29][C:30]1[CH:37]=[CH:36][CH:35]=[C:34]([O:38][CH3:39])[C:31]=1[CH2:32][NH2:33].